This data is from Reaction yield outcomes from USPTO patents with 853,638 reactions. The task is: Predict the reaction yield, written as a fraction of the theoretical maximum amount of product (1.0 means a 100% yield; for example, 0.34 means a 34% yield). (1) The reactants are [CH3:1][O:2][C:3]1[CH:4]=[C:5]([CH:13]=[CH:14][C:15]=1[N+:16]([O-])=O)[CH2:6][CH2:7][PH:8](=[O:12])[O:9][CH2:10][CH3:11]. The catalyst is C(O)C.[Pd]. The product is [NH2:16][C:15]1[CH:14]=[CH:13][C:5]([CH2:6][CH2:7][PH:8](=[O:12])[O:9][CH2:10][CH3:11])=[CH:4][C:3]=1[O:2][CH3:1]. The yield is 0.950. (2) The product is [O:10]1[C:9]2=[CH:8][CH:7]=[CH:6][C:5]([NH2:12])=[C:4]2[CH2:3][CH2:11]1. The yield is 0.400. The reactants are OC[CH2:3][C:4]1[C:9]([O:10][CH3:11])=[CH:8][CH:7]=[CH:6][C:5]=1[NH:12]C(=O)C(C)(C)C.[OH-].[Na+]. The catalyst is Br. (3) The reactants are Br[C:2]1[C:10]2[C:5](=[CH:6][CH:7]=[CH:8][C:9]=2[N+:11]([O-:13])=[O:12])[N:4]([CH2:14][CH2:15][C:16]2[CH:21]=[CH:20][CH:19]=[C:18]([CH3:22])[N:17]=2)[N:3]=1.Br[C:24]1C2C(=CC=CC=2[N+]([O-])=O)N(CC2C=CC=C(C(C)C)N=2)N=1. No catalyst specified. The product is [CH3:24][C:2]1[C:10]2[C:5](=[CH:6][CH:7]=[CH:8][C:9]=2[N+:11]([O-:13])=[O:12])[N:4]([CH2:14][CH2:15][C:16]2[CH:21]=[CH:20][CH:19]=[C:18]([CH3:22])[N:17]=2)[N:3]=1. The yield is 0.830. (4) The reactants are C(Cl)(=O)C(Cl)=O.CS(C)=O.[OH:11][CH2:12][C@H:13]([NH:15][C:16](=[O:22])[O:17][C:18]([CH3:21])([CH3:20])[CH3:19])[CH3:14].C(N(CC)CC)C. The catalyst is C(Cl)Cl. The product is [O:11]=[CH:12][C@H:13]([NH:15][C:16](=[O:22])[O:17][C:18]([CH3:21])([CH3:20])[CH3:19])[CH3:14]. The yield is 0.854. (5) The yield is 0.680. The reactants are [CH:1]([S:3]([N:6]1[CH2:15][CH2:14][C:9]2([O:13][CH2:12][CH2:11][O:10]2)[CH2:8][CH2:7]1)(=[O:5])=[O:4])=[CH2:2].Br[C:17]1[C:22]([CH3:23])=[CH:21][C:20]([N:24]2[C:28]([CH3:30])([CH3:29])[C:27](=[O:31])[NH:26][C:25]2=[O:32])=[CH:19][C:18]=1[CH3:33].F[B-](F)(F)F.[H+].C(P(C(C)(C)C)C(C)(C)C)(C)(C)C.CN(C1CCCCC1)C1CCCCC1. The catalyst is CN1CCCC1=O. The product is [O:13]1[C:9]2([CH2:8][CH2:7][N:6]([S:3](/[CH:1]=[CH:2]/[C:17]3[C:18]([CH3:33])=[CH:19][C:20]([N:24]4[C:28]([CH3:30])([CH3:29])[C:27](=[O:31])[NH:26][C:25]4=[O:32])=[CH:21][C:22]=3[CH3:23])(=[O:4])=[O:5])[CH2:15][CH2:14]2)[O:10][CH2:11][CH2:12]1.